Predict the product of the given reaction. From a dataset of Forward reaction prediction with 1.9M reactions from USPTO patents (1976-2016). (1) Given the reactants [Cl:1][C:2]1[C:6]([Cl:7])=[CH:5][O:4][C:3]=1[C:8]([OH:10])=[O:9].[Li+].CC([N-]C(C)C)C.[P:19](Cl)([O:24][CH2:25][CH3:26])([O:21][CH2:22][CH3:23])=[O:20], predict the reaction product. The product is: [CH2:22]([O:21][P:19]([C:5]1[O:4][C:3]([C:8]([OH:10])=[O:9])=[C:2]([Cl:1])[C:6]=1[Cl:7])([O:24][CH2:25][CH3:26])=[O:20])[CH3:23]. (2) The product is: [BrH:13].[Br:13][CH2:11][C:6]1[CH:7]=[CH:8][CH:9]=[C:10]2[C:5]=1[CH:4]=[CH:3][N:2]=[CH:1]2. Given the reactants [CH:1]1[C:10]2[C:5](=[C:6]([CH2:11]O)[CH:7]=[CH:8][CH:9]=2)[CH:4]=[CH:3][N:2]=1.[BrH:13], predict the reaction product. (3) The product is: [C:1]([N:5]([C:18]([C:19]1[CH:24]=[CH:23][C:22]2[CH:25]=[N:41][N:40]([CH:37]([CH3:39])[CH3:38])[B:27]([OH:31])[C:21]=2[CH:20]=1)=[O:36])[NH:6][C:7](=[O:17])[C:8]1[CH:13]=[CH:12][CH:11]=[C:10]([O:14][CH3:15])[C:9]=1[CH3:16])([CH3:3])([CH3:2])[CH3:4]. Given the reactants [C:1]([N:5]([C:18](=[O:36])[C:19]1[CH:24]=[CH:23][C:22]([CH:25]=O)=[C:21]([B:27]2[O:31]C(C)(C)C(C)(C)O2)[CH:20]=1)[NH:6][C:7](=[O:17])[C:8]1[CH:13]=[CH:12][CH:11]=[C:10]([O:14][CH3:15])[C:9]=1[CH3:16])([CH3:4])([CH3:3])[CH3:2].[CH:37]([NH:40][NH2:41])([CH3:39])[CH3:38], predict the reaction product. (4) Given the reactants C([O:4][C:5]1[CH:22]=[CH:21][C:20]([Br:23])=[CH:19][C:6]=1[C:7]([NH:9][C:10]1[S:11][CH:12]=[C:13]([C:15]([CH3:18])([CH3:17])[CH3:16])[N:14]=1)=[O:8])(=O)C.[OH-].[Na+].Cl, predict the reaction product. The product is: [Br:23][C:20]1[CH:21]=[CH:22][C:5]([OH:4])=[C:6]([CH:19]=1)[C:7]([NH:9][C:10]1[S:11][CH:12]=[C:13]([C:15]([CH3:16])([CH3:17])[CH3:18])[N:14]=1)=[O:8]. (5) Given the reactants C(=O)C(C)C.[NH:6]1[CH2:11][CH2:10][CH:9]([O:12][C:13]2[CH:18]=[CH:17][C:16]([NH:19][C:20]([N:22]3[CH2:30][C:29]4[CH:28]=[CH:27][N:26]=[CH:25][C:24]=4[CH2:23]3)=[O:21])=[CH:15][CH:14]=2)[CH2:8][CH2:7]1.N1CC=[C:54]([C:53]2[CH:52]=[CH:51][C:50](NC(N3[CH2:54][C:53]4[C:48](=[CH:49][CH:50]=[CH:51][CH:52]=4)C3)=O)=[CH:49][CH:48]=2)CC1, predict the reaction product. The product is: [CH:53]1([CH2:48][CH2:49][N:6]2[CH2:11][CH2:10][CH:9]([O:12][C:13]3[CH:18]=[CH:17][C:16]([NH:19][C:20]([N:22]4[CH2:30][C:29]5[CH:28]=[CH:27][N:26]=[CH:25][C:24]=5[CH2:23]4)=[O:21])=[CH:15][CH:14]=3)[CH2:8][CH2:7]2)[CH2:52][CH2:51][CH2:50][CH2:54]1. (6) Given the reactants F[C:2]1[C:7]([F:8])=[CH:6][C:5]([C:9]2[O:10][C:11]([C:14]3[C:15]([C:20]4[CH:25]=[CH:24][CH:23]=[CH:22][CH:21]=4)=[N:16][O:17][C:18]=3[CH3:19])=[N:12][N:13]=2)=[C:4]([O:26][CH3:27])[CH:3]=1.[CH2:28]([CH2:30][NH2:31])[OH:29], predict the reaction product. The product is: [F:8][C:7]1[CH:6]=[C:5]([C:9]2[O:10][C:11]([C:14]3[C:15]([C:20]4[CH:21]=[CH:22][CH:23]=[CH:24][CH:25]=4)=[N:16][O:17][C:18]=3[CH3:19])=[N:12][N:13]=2)[C:4]([O:26][CH3:27])=[CH:3][C:2]=1[NH:31][CH2:30][CH2:28][OH:29].